Dataset: Forward reaction prediction with 1.9M reactions from USPTO patents (1976-2016). Task: Predict the product of the given reaction. (1) Given the reactants [NH2:1][C:2]1[CH:3]=[C:4]([C@H:8]([N:15]([CH3:27])[C:16](=[O:26])[CH2:17][C:18]2[CH:23]=[CH:22][C:21]([Cl:24])=[C:20]([Cl:25])[CH:19]=2)[CH2:9][N:10]2[CH2:14][CH2:13][CH2:12][CH2:11]2)[CH:5]=[CH:6][CH:7]=1.N1C=CC=CC=1.[CH2:34]([O:38][CH2:39][CH2:40][O:41][CH2:42][CH2:43][O:44][CH2:45][CH2:46][S:47](Cl)(=[O:49])=[O:48])[CH2:35][CH2:36][CH3:37], predict the reaction product. The product is: [CH2:34]([O:38][CH2:39][CH2:40][O:41][CH2:42][CH2:43][O:44][CH2:45][CH2:46][S:47]([NH:1][C:2]1[CH:3]=[C:4]([C@H:8]([N:15]([CH3:27])[C:16](=[O:26])[CH2:17][C:18]2[CH:23]=[CH:22][C:21]([Cl:24])=[C:20]([Cl:25])[CH:19]=2)[CH2:9][N:10]2[CH2:11][CH2:12][CH2:13][CH2:14]2)[CH:5]=[CH:6][CH:7]=1)(=[O:49])=[O:48])[CH2:35][CH2:36][CH3:37]. (2) Given the reactants [CH3:1][C:2]1([CH3:29])[CH2:11][C:10]2[C:5](=[CH:6][CH:7]=[C:8]([C:12]([OH:14])=O)[CH:9]=2)[NH:4][CH:3]1[C:15]1[CH:20]=[C:19]([N:21]2[CH2:26][CH2:25][O:24][CH2:23][CH2:22]2)[CH:18]=[C:17]([O:27][CH3:28])[CH:16]=1.Cl.C(N=C=N)C.[CH3:36][S:37]([NH2:40])(=[O:39])=[O:38], predict the reaction product. The product is: [CH3:29][C:2]1([CH3:1])[CH2:11][C:10]2[C:5](=[CH:6][CH:7]=[C:8]([C:12]([NH:40][S:37]([CH3:36])(=[O:39])=[O:38])=[O:14])[CH:9]=2)[NH:4][CH:3]1[C:15]1[CH:20]=[C:19]([N:21]2[CH2:22][CH2:23][O:24][CH2:25][CH2:26]2)[CH:18]=[C:17]([O:27][CH3:28])[CH:16]=1. (3) Given the reactants [N+:1]([C:4]1[CH:5]=[C:6]2[C:11](=[CH:12][CH:13]=1)[NH:10][C:9](=[O:14])[CH2:8][CH2:7]2)([O-:3])=[O:2].C1C(=O)N(Br)C(=O)C1.C(OOC(=O)C1C=CC=CC=1)(=O)C1C=CC=CC=1, predict the reaction product. The product is: [N+:1]([C:4]1[CH:5]=[C:6]2[C:11](=[CH:12][CH:13]=1)[N:10]=[C:9]([OH:14])[CH:8]=[CH:7]2)([O-:3])=[O:2]. (4) Given the reactants [I:1]N1C(=O)CCC1=O.[NH:9]1[C:17]2[C:12](=[N:13][CH:14]=[CH:15][CH:16]=2)[CH:11]=[N:10]1, predict the reaction product. The product is: [I:1][C:11]1[C:12]2=[N:13][CH:14]=[CH:15][CH:16]=[C:17]2[NH:9][N:10]=1. (5) Given the reactants [Cl:1][C:2]1[CH:7]=[CH:6][C:5]([CH2:8][C:9]([C:11]2[CH:12]=[CH:13][C:14]3[O:19][CH2:18][C:17](=[O:20])[NH:16][C:15]=3[CH:21]=2)=[O:10])=[CH:4][CH:3]=1.[BrH:22].Br.[NH+]1C=CC=CC=1.[S:30]([O-:33])([O-:32])=[O:31].[Na+:34].[Na+], predict the reaction product. The product is: [S:30]([O-:33])([O-:32])=[O:31].[Na+:34].[Na+:34].[Br:22][CH:8]([C:5]1[CH:6]=[CH:7][C:2]([Cl:1])=[CH:3][CH:4]=1)[C:9]([C:11]1[CH:12]=[CH:13][C:14]2[O:19][CH2:18][C:17](=[O:20])[NH:16][C:15]=2[CH:21]=1)=[O:10]. (6) Given the reactants [C:1]([NH:4][C:5]1[S:6][CH:7]=[C:8]([CH2:10][CH2:11][C:12]2[CH:33]=[CH:32][C:15]([CH2:16][NH:17][C:18]([NH:20][N:21](C([O-])=O)C(OC(C)(C)C)=O)=[O:19])=[CH:14][C:13]=2[F:34])[N:9]=1)(=[O:3])[CH3:2].O1CCOCC1.[ClH:41], predict the reaction product. The product is: [ClH:41].[C:1]([NH:4][C:5]1[S:6][CH:7]=[C:8]([CH2:10][CH2:11][C:12]2[CH:33]=[CH:32][C:15]([CH2:16][NH:17][C:18]([NH:20][NH2:21])=[O:19])=[CH:14][C:13]=2[F:34])[N:9]=1)(=[O:3])[CH3:2]. (7) Given the reactants O=[C:2]1[CH2:7][CH2:6][N:5]([C:8]2[CH:21]=[CH:20][C:11]([C:12]([NH:14][CH2:15][C:16]([O:18][CH3:19])=[O:17])=[O:13])=[CH:10][CH:9]=2)[CH2:4][CH2:3]1.[NH2:22][CH2:23][C@@H:24]([C:26]1[CH:27]=[CH:28][C:29]([OH:37])=[C:30]([NH:32][S:33]([CH3:36])(=[O:35])=[O:34])[CH:31]=1)[OH:25], predict the reaction product. The product is: [CH3:19][O:18][C:16](=[O:17])[CH2:15][NH:14][C:12](=[O:13])[C:11]1[CH:20]=[CH:21][C:8]([N:5]2[CH2:6][CH2:7][CH:2]([NH:22][CH2:23][C@H:24]([OH:25])[C:26]3[CH:27]=[CH:28][C:29]([OH:37])=[C:30]([NH:32][S:33]([CH3:36])(=[O:35])=[O:34])[CH:31]=3)[CH2:3][CH2:4]2)=[CH:9][CH:10]=1. (8) Given the reactants [Cl:1][C:2]1[CH:11]=[CH:10][C:9]2[C:8](=[O:12])[CH2:7][C:6]([CH3:14])([CH3:13])[CH2:5][C:4]=2[N:3]=1.C(=O)([O-])[O-].[K+].[K+].[CH2:21]([NH2:28])[C:22]1[CH:27]=[CH:26][CH:25]=[CH:24][CH:23]=1.[H-].[Na+], predict the reaction product. The product is: [ClH:1].[CH2:21]([NH:28][C:2]1[CH:11]=[CH:10][C:9]2[C:8](=[O:12])[CH2:7][C:6]([CH3:14])([CH3:13])[CH2:5][C:4]=2[N:3]=1)[C:22]1[CH:27]=[CH:26][CH:25]=[CH:24][CH:23]=1. (9) The product is: [Br:1][C:2]1[CH:3]=[CH:4][CH:5]=[C:6]2[C:10]=1[NH:9][C:8]([C:11]([O:13][CH2:14][CH3:15])=[O:12])=[C:7]2[CH2:16][CH2:17][CH2:18][O:19][C:28]1[C:29]2[C:24](=[CH:23][CH:22]=[CH:21][CH:20]=2)[CH:25]=[CH:26][CH:27]=1. Given the reactants [Br:1][C:2]1[CH:3]=[CH:4][CH:5]=[C:6]2[C:10]=1[NH:9][C:8]([C:11]([O:13][CH2:14][CH3:15])=[O:12])=[C:7]2[CH2:16][CH2:17][CH2:18][OH:19].[C:20]1(O)[C:29]2[C:24](=[CH:25][CH:26]=[CH:27][CH:28]=2)[CH:23]=[CH:22][CH:21]=1.C1(P(C2C=CC=CC=2)C2C=CC=CC=2)C=CC=CC=1.N(C(OC(C)(C)C)=O)=NC(OC(C)(C)C)=O, predict the reaction product.